Dataset: Full USPTO retrosynthesis dataset with 1.9M reactions from patents (1976-2016). Task: Predict the reactants needed to synthesize the given product. (1) Given the product [Cl:25][C:20]1[CH:21]=[CH:22][CH:23]=[CH:24][C:19]=1[N:17]([CH3:18])[C:15]([C:13]1[S:12][C:11]2[C:5]3[CH:4]=[CH:3][C:2]([C:34]4[CH:35]=[C:30]([CH:31]=[CH:32][CH:33]=4)[C:27]([OH:29])=[O:28])=[CH:26][C:6]=3[O:7][CH2:8][CH2:9][C:10]=2[CH:14]=1)=[O:16], predict the reactants needed to synthesize it. The reactants are: Br[C:2]1[CH:3]=[CH:4][C:5]2[C:11]3[S:12][C:13]([C:15]([N:17]([C:19]4[CH:24]=[CH:23][CH:22]=[CH:21][C:20]=4[Cl:25])[CH3:18])=[O:16])=[CH:14][C:10]=3[CH2:9][CH2:8][O:7][C:6]=2[CH:26]=1.[C:27]([C:30]1[CH:31]=[C:32](B(O)O)[CH:33]=[CH:34][CH:35]=1)([OH:29])=[O:28]. (2) Given the product [Cl:1][C:2]1[CH:7]=[CH:6][CH:5]=[CH:4][C:3]=1[N:8]([CH3:29])[C:9]([C:11]1[S:28][C:14]2[C:15]3[CH:23]=[CH:22][C:21]([C:24]([N:31]([O:32][CH3:33])[CH3:30])=[O:25])=[CH:20][C:16]=3[O:17][CH2:18][CH2:19][C:13]=2[CH:12]=1)=[O:10], predict the reactants needed to synthesize it. The reactants are: [Cl:1][C:2]1[CH:7]=[CH:6][CH:5]=[CH:4][C:3]=1[N:8]([CH3:29])[C:9]([C:11]1[S:28][C:14]2[C:15]3[CH:23]=[CH:22][C:21]([C:24](OC)=[O:25])=[CH:20][C:16]=3[O:17][CH2:18][CH2:19][C:13]=2[CH:12]=1)=[O:10].[CH3:30][NH:31][O:32][CH3:33]. (3) Given the product [CH3:2][O:3][C:4](=[O:11])[C@@H:5]([N:6]1[CH2:27][C:26]([O:29][C:30]2[CH:35]=[CH:34][CH:33]=[C:32]([Cl:36])[C:31]=2[F:37])=[CH:25][C:24]1=[O:23])[CH2:7][CH:8]([CH3:10])[CH3:9], predict the reactants needed to synthesize it. The reactants are: Cl.[CH3:2][O:3][C:4](=[O:11])[C@H:5]([CH2:7][CH:8]([CH3:10])[CH3:9])[NH2:6].C(N(CC)C(C)C)(C)C.C([O:23][C:24](=O)[CH:25]=[C:26]([O:29][C:30]1[CH:35]=[CH:34][CH:33]=[C:32]([Cl:36])[C:31]=1[F:37])[CH2:27]Br)C. (4) Given the product [CH2:33]([O:35][C:36](=[O:49])[CH:37]([O:46][CH2:47][CH3:48])[CH2:38][C:39]1[CH:44]=[CH:43][C:42]([O:15][CH2:14][CH2:13][O:12][CH:9]2[C:8]3[CH:16]=[CH:17][CH:18]=[CH:19][C:7]=3[CH2:6][CH2:5][C:4]3[O:3][C:2]([CH3:1])=[N:11][C:10]2=3)=[CH:41][CH:40]=1)[CH3:34], predict the reactants needed to synthesize it. The reactants are: [CH3:1][C:2]1[O:3][C:4]2[CH2:5][CH2:6][C:7]3[CH:19]=[CH:18][CH:17]=[CH:16][C:8]=3[CH:9]([O:12][CH2:13][CH2:14][OH:15])[C:10]=2[N:11]=1.C(P(CCCC)CCCC)CCC.[CH2:33]([O:35][C:36](=[O:49])[CH:37]([O:46][CH2:47][CH3:48])[CH2:38][C:39]1[CH:44]=[CH:43][C:42](O)=[CH:41][CH:40]=1)[CH3:34].C1CCN(C(N=NC(N2CCCCC2)=O)=O)CC1. (5) Given the product [F:3][C:4]1[CH:5]=[C:6]([CH:12]2[C:17]([Br:21])([N+:18]([O-:20])=[O:19])[CH2:16][CH:15]=[CH:14][CH2:13]2)[CH:7]=[C:8]([F:11])[C:9]=1[F:10], predict the reactants needed to synthesize it. The reactants are: [OH-].[K+].[F:3][C:4]1[CH:5]=[C:6]([CH:12]2[CH:17]([N+:18]([O-:20])=[O:19])[CH2:16][CH:15]=[CH:14][CH2:13]2)[CH:7]=[C:8]([F:11])[C:9]=1[F:10].[Br:21]N1C(=O)CCC1=O. (6) Given the product [Cl:33][C:28]1[CH:29]=[CH:30][CH:31]=[CH:32][C:27]=1[CH2:26][N:19]([CH2:20][CH2:21][C:22]([F:25])([F:24])[F:23])[C:5]1[CH:4]=[CH:3][C:2]([C:42]2[C:37]([C:34]([OH:36])=[O:35])=[CH:38][CH:39]=[C:40]([F:43])[CH:41]=2)=[CH:7][C:6]=1[NH:8][C:9]([NH:11][C:12]1[CH:17]=[CH:16][C:15]([CH3:18])=[CH:14][CH:13]=1)=[O:10], predict the reactants needed to synthesize it. The reactants are: Br[C:2]1[CH:3]=[CH:4][C:5]([N:19]([CH2:26][C:27]2[CH:32]=[CH:31][CH:30]=[CH:29][C:28]=2[Cl:33])[CH2:20][CH2:21][C:22]([F:25])([F:24])[F:23])=[C:6]([NH:8][C:9]([NH:11][C:12]2[CH:17]=[CH:16][C:15]([CH3:18])=[CH:14][CH:13]=2)=[O:10])[CH:7]=1.[C:34]([C:37]1[CH:42]=[CH:41][C:40]([F:43])=[CH:39][C:38]=1B(O)O)([OH:36])=[O:35].C(N(CCC(F)(F)F)C1C=CC(Br)=CC=1NC(NC1C=CC(C)=CC=1)=O)C1C=CC=CC=1. (7) Given the product [CH:45]1([CH2:44][O:43][C:30]2[C:29]([CH:10]3[CH2:1][CH2:2]3)=[CH:41][C:33]([C:34]([NH:36][S:37]([CH3:40])(=[O:39])=[O:38])=[O:35])=[C:32]([F:42])[CH:31]=2)[CH2:50][CH2:49][CH2:48][CH2:47][CH2:46]1, predict the reactants needed to synthesize it. The reactants are: [CH:1]12[CH2:10]C3CC(CC(C3)[CH:2]1OCC1C(Cl)=CC(C(NS(C)(=O)=O)=O)=C(F)C=1)C2.Cl[C:29]1[C:30]([O:43][CH2:44][CH:45]2[CH2:50][CH2:49][CH2:48][CH2:47][CH2:46]2)=[CH:31][C:32]([F:42])=[C:33]([CH:41]=1)[C:34]([NH:36][S:37]([CH3:40])(=[O:39])=[O:38])=[O:35]. (8) The reactants are: [C:1]([C:4]1[N:9]=[C:8](Cl)[N:7]=[C:6]([NH:11][CH2:12][C@H:13]([OH:18])[C:14]([O:16]C)=[O:15])[CH:5]=1)(=[O:3])[NH2:2].[F:19][C:20]1[CH:41]=[CH:40][C:23]([O:24][C:25]2[CH:30]=[CH:29][C:28](B3OC(C)(C)C(C)(C)O3)=[CH:27][CH:26]=2)=[CH:22][CH:21]=1.C([O-])([O-])=O.[Na+].[Na+]. Given the product [C:1]([C:4]1[N:9]=[C:8]([C:28]2[CH:27]=[CH:26][C:25]([O:24][C:23]3[CH:22]=[CH:21][C:20]([F:19])=[CH:41][CH:40]=3)=[CH:30][CH:29]=2)[N:7]=[C:6]([NH:11][CH2:12][C@H:13]([OH:18])[C:14]([OH:16])=[O:15])[CH:5]=1)(=[O:3])[NH2:2], predict the reactants needed to synthesize it.